This data is from Reaction yield outcomes from USPTO patents with 853,638 reactions. The task is: Predict the reaction yield, written as a fraction of the theoretical maximum amount of product (1.0 means a 100% yield; for example, 0.34 means a 34% yield). The reactants are [CH3:1][O:2][C:3]([C:5]1[O:9][C:8]2[CH:10]=[CH:11][C:12]([Cl:14])=[CH:13][C:7]=2[C:6]=1[OH:15])=[O:4].[H-].[Na+].[CH2:18](Cl)[O:19][CH2:20][CH2:21][O:22][CH3:23]. The catalyst is C1COCC1. The product is [CH3:1][O:2][C:3]([C:5]1[O:9][C:8]2[CH:10]=[CH:11][C:12]([Cl:14])=[CH:13][C:7]=2[C:6]=1[O:15][CH2:18][O:19][CH2:20][CH2:21][O:22][CH3:23])=[O:4]. The yield is 0.930.